Dataset: Forward reaction prediction with 1.9M reactions from USPTO patents (1976-2016). Task: Predict the product of the given reaction. (1) Given the reactants Br[C:2]1[C:11]2[C:6](=[CH:7][CH:8]=[C:9]([OH:12])[CH:10]=2)[N:5]=[C:4]([C:13]2[CH:18]=[CH:17][C:16]([OH:19])=[C:15]([F:20])[CH:14]=2)[CH:3]=1.[CH3:21][Si:22]([C:25]#[C:26][Sn](CCCC)(CCCC)CCCC)([CH3:24])[CH3:23], predict the reaction product. The product is: [F:20][C:15]1[CH:14]=[C:13]([C:4]2[CH:3]=[C:2]([C:26]#[C:25][Si:22]([CH3:24])([CH3:23])[CH3:21])[C:11]3[C:6](=[CH:7][CH:8]=[C:9]([OH:12])[CH:10]=3)[N:5]=2)[CH:18]=[CH:17][C:16]=1[OH:19]. (2) The product is: [C:1]([O:5][C:6](=[O:7])[NH:8][C@H:9]([CH:13]1[CH2:15][CH2:14]1)[C:10]([N:43]1[CH2:44][CH:41]([C:39]#[N:40])[CH2:42]1)=[O:12])([CH3:2])([CH3:3])[CH3:4]. Given the reactants [C:1]([O:5][C:6]([NH:8][C@H:9]([CH:13]1[CH2:15][CH2:14]1)[C:10]([OH:12])=O)=[O:7])([CH3:4])([CH3:3])[CH3:2].F[B-](F)(F)F.N1(OC(N(C)C)=[N+](C)C)C2C=CC=CC=2N=N1.Cl.[C:39]([CH:41]1[CH2:44][NH:43][CH2:42]1)#[N:40].C(N(CC)C(C)C)(C)C.Cl, predict the reaction product. (3) Given the reactants [Br:1][C:2]1[C:13]([CH3:14])=[CH:12][C:5]([O:6][C@H:7]2[CH2:10][C@H:9]([OH:11])[CH2:8]2)=[CH:4][C:3]=1[CH3:15].CC(OI1(OC(C)=O)(OC(C)=O)OC(=O)C2C=CC=CC1=2)=O.C([O-])(O)=O.[Na+].[O-]S([O-])(=S)=O.[Na+].[Na+], predict the reaction product. The product is: [Br:1][C:2]1[C:13]([CH3:14])=[CH:12][C:5]([O:6][CH:7]2[CH2:10][C:9](=[O:11])[CH2:8]2)=[CH:4][C:3]=1[CH3:15]. (4) Given the reactants C([O-])([O-])=O.[Cs+].[Cs+].[NH:7]1[C:15]2[C:10](=[CH:11][CH:12]=[CH:13][CH:14]=2)[CH:9]=[CH:8]1.Cl[C:17]1[CH:22]=[CH:21][C:20]([CH3:23])=[CH:19][CH:18]=1, predict the reaction product. The product is: [CH3:23][C:20]1[CH:21]=[CH:22][C:17]([N:7]2[C:15]3[C:10](=[CH:11][CH:12]=[CH:13][CH:14]=3)[CH:9]=[CH:8]2)=[CH:18][CH:19]=1. (5) Given the reactants [Cl:1][C:2]1[C:18]([C:19]2[CH:28]=[CH:27][C:22]3[O:23][CH2:24][CH2:25][O:26][C:21]=3[CH:20]=2)=[CH:17][CH:16]=[CH:15][C:3]=1[CH2:4][O:5][C:6]1[CH:13]=[CH:12][C:9]([CH:10]=[O:11])=[C:8]([OH:14])[CH:7]=1.C(=O)([O-])[O-].[Cs+].[Cs+].Br[CH2:36][C:37]1[CH:38]=[C:39]([CH:42]=[CH:43][CH:44]=1)[C:40]#[N:41], predict the reaction product. The product is: [Cl:1][C:2]1[C:18]([C:19]2[CH:28]=[CH:27][C:22]3[O:23][CH2:24][CH2:25][O:26][C:21]=3[CH:20]=2)=[CH:17][CH:16]=[CH:15][C:3]=1[CH2:4][O:5][C:6]1[CH:13]=[CH:12][C:9]([CH:10]=[O:11])=[C:8]([CH:7]=1)[O:14][CH2:36][C:37]1[CH:38]=[C:39]([CH:42]=[CH:43][CH:44]=1)[C:40]#[N:41].